This data is from Catalyst prediction with 721,799 reactions and 888 catalyst types from USPTO. The task is: Predict which catalyst facilitates the given reaction. (1) Reactant: [C:1]1([C:7]2[N:8]([C:12]3[C:13]4[N:14]([CH:25]=[CH:26][N:27]=4)[CH:15]=[C:16]([C:18]4[CH:19]=[C:20]([NH2:24])[CH:21]=[CH:22][CH:23]=4)[N:17]=3)[CH:9]=[CH:10][N:11]=2)[CH:6]=[CH:5][CH:4]=[CH:3][CH:2]=1.[Cl:28][C:29]1[CH:34]=[CH:33][C:32]([CH2:35][C:36](Cl)=[O:37])=[CH:31][CH:30]=1.CN(C=O)C.C(OCC)C. Product: [Cl:28][C:29]1[CH:34]=[CH:33][C:32]([CH2:35][C:36]([NH:24][C:20]2[CH:21]=[CH:22][CH:23]=[C:18]([C:16]3[N:17]=[C:12]([N:8]4[CH:9]=[CH:10][N:11]=[C:7]4[C:1]4[CH:2]=[CH:3][CH:4]=[CH:5][CH:6]=4)[C:13]4[N:14]([CH:25]=[CH:26][N:27]=4)[CH:15]=3)[CH:19]=2)=[O:37])=[CH:31][CH:30]=1. The catalyst class is: 11. (2) Reactant: [Cl:1][C:2]1[CH:7]=[CH:6][C:5]([C:8]2[NH:9][CH:10]=[C:11]([C:13]3[N:17]([CH2:18][CH2:19][O:20][CH3:21])[C:16]4[CH:22]=[CH:23][C:24]([C:26](O)=[O:27])=[CH:25][C:15]=4[N:14]=3)[N:12]=2)=[CH:4][CH:3]=1.[N:29]1[CH:34]=[CH:33][C:32]([NH2:35])=[CH:31][CH:30]=1.CN(C(ON1N=NC2C=CC=NC1=2)=[N+](C)C)C.F[P-](F)(F)(F)(F)F.CCN(C(C)C)C(C)C. The catalyst class is: 2. Product: [Cl:1][C:2]1[CH:7]=[CH:6][C:5]([C:8]2[NH:9][CH:10]=[C:11]([C:13]3[N:17]([CH2:18][CH2:19][O:20][CH3:21])[C:16]4[CH:22]=[CH:23][C:24]([C:26]([NH:35][C:32]5[CH:33]=[CH:34][N:29]=[CH:30][CH:31]=5)=[O:27])=[CH:25][C:15]=4[N:14]=3)[N:12]=2)=[CH:4][CH:3]=1. (3) The catalyst class is: 6. Reactant: [CH2:1]([NH:4][C:5]1[C:14]2[C:9](=[CH:10][CH:11]=[C:12]([N+:15]([O-:17])=[O:16])[CH:13]=2)[N:8]=[C:7](Cl)[N:6]=1)[CH:2]=[CH2:3].[CH3:19][NH2:20]. Product: [CH2:1]([NH:4][C:5]1[C:14]2[C:9](=[CH:10][CH:11]=[C:12]([N+:15]([O-:17])=[O:16])[CH:13]=2)[N:8]=[C:7]([NH:20][CH3:19])[N:6]=1)[CH:2]=[CH2:3]. (4) Reactant: [Cl:1][C:2]1[CH:10]=[C:9]2[C:5]([C:6]([C:11]([O:13]C)=[O:12])=[CH:7][NH:8]2)=[CH:4][C:3]=1[C:15]1[CH:20]=[CH:19][C:18]([CH:21]2[CH2:24][CH2:23][N:22]2[S:25]([CH3:28])(=[O:27])=[O:26])=[CH:17][CH:16]=1.[OH-].[Na+]. Product: [Cl:1][C:2]1[CH:10]=[C:9]2[C:5]([C:6]([C:11]([OH:13])=[O:12])=[CH:7][NH:8]2)=[CH:4][C:3]=1[C:15]1[CH:20]=[CH:19][C:18]([CH:21]2[CH2:24][CH2:23][N:22]2[S:25]([CH3:28])(=[O:27])=[O:26])=[CH:17][CH:16]=1. The catalyst class is: 5. (5) Reactant: [CH2:1]([O:3][C:4]1[CH:26]=[CH:25][C:7]([C:8]([NH:10][CH2:11][CH2:12][NH:13][C:14]([C:16]2[C:17]([C:21]([F:24])([F:23])[F:22])=[N:18][NH:19][CH:20]=2)=[O:15])=[O:9])=[CH:6][CH:5]=1)[CH3:2].[H-].[Na+].Br[CH2:30][CH:31]1[CH2:36][CH2:35][CH2:34][CH2:33][O:32]1.CO. Product: [CH2:1]([O:3][C:4]1[CH:5]=[CH:6][C:7]([C:8]([NH:10][CH2:11][CH2:12][NH:13][C:14]([C:16]2[C:17]([C:21]([F:22])([F:23])[F:24])=[N:18][N:19]([CH2:30][CH:31]3[CH2:36][CH2:35][CH2:34][CH2:33][O:32]3)[CH:20]=2)=[O:15])=[O:9])=[CH:25][CH:26]=1)[CH3:2]. The catalyst class is: 3. (6) Reactant: [C:1]1([CH:7]([C:17]2[CH:22]=[CH:21][CH:20]=[CH:19][CH:18]=2)[N:8]2[CH2:13][CH2:12][NH:11][CH2:10][CH:9]2[CH2:14][O:15][CH3:16])[CH:6]=[CH:5][CH:4]=[CH:3][CH:2]=1.[CH:23]([NH:36][CH2:37][C:38](O)=[O:39])([C:30]1[CH:35]=[CH:34][CH:33]=[CH:32][CH:31]=1)[C:24]1[CH:29]=[CH:28][CH:27]=[CH:26][CH:25]=1.C(Cl)CCl. Product: [CH:23]([NH:36][CH2:37][C:38]([N:11]1[CH2:12][CH2:13][N:8]([CH:7]([C:1]2[CH:2]=[CH:3][CH:4]=[CH:5][CH:6]=2)[C:17]2[CH:22]=[CH:21][CH:20]=[CH:19][CH:18]=2)[CH:9]([CH2:14][O:15][CH3:16])[CH2:10]1)=[O:39])([C:30]1[CH:31]=[CH:32][CH:33]=[CH:34][CH:35]=1)[C:24]1[CH:29]=[CH:28][CH:27]=[CH:26][CH:25]=1. The catalyst class is: 166. (7) Reactant: [CH:1]1([NH:6][C:7](=[O:27])[C@H:8]([NH:13][CH2:14][C:15]2[CH:20]=[CH:19][N:18]=[C:17]3[NH:21][CH:22]=[C:23]([C:24]([OH:26])=O)[C:16]=23)[C@H:9]([CH3:12])[CH2:10][CH3:11])[CH2:5][CH2:4][CH2:3][CH2:2]1.CN(C(ON1N=NC2C=CC=NC1=2)=[N+](C)C)C.F[P-](F)(F)(F)(F)F.CN1CCOCC1. Product: [CH:1]1([NH:6][C:7](=[O:27])[C@H:8]([N:13]2[C:24](=[O:26])[C:23]3=[CH:22][NH:21][C:17]4[C:16]3=[C:15]([CH:20]=[CH:19][N:18]=4)[CH2:14]2)[C@H:9]([CH3:12])[CH2:10][CH3:11])[CH2:5][CH2:4][CH2:3][CH2:2]1. The catalyst class is: 1. (8) Reactant: [CH3:1][C:2]1[CH:3]=[C:4]([CH:11]([CH3:17])[C:12]([O:14][CH2:15][CH3:16])=[O:13])[CH:5]=[CH:6][C:7]=1[N+:8]([O-])=O. Product: [NH2:8][C:7]1[CH:6]=[CH:5][C:4]([CH:11]([CH3:17])[C:12]([O:14][CH2:15][CH3:16])=[O:13])=[CH:3][C:2]=1[CH3:1]. The catalyst class is: 541.